This data is from Reaction yield outcomes from USPTO patents with 853,638 reactions. The task is: Predict the reaction yield, written as a fraction of the theoretical maximum amount of product (1.0 means a 100% yield; for example, 0.34 means a 34% yield). The reactants are [F:1][C:2]1[CH:3]=[C:4]([CH:8]=[CH:9][C:10]=1O)[C:5]([OH:7])=[O:6].[C:12](=O)([O-])[O-].[Cs+].[Cs+].IC.CN(C)[CH:22]=[O:23]. The catalyst is C(OCC)(=O)C. The product is [F:1][C:2]1[CH:3]=[C:4]([CH:8]=[CH:9][C:10]=1[O:23][CH3:22])[C:5]([O:7][CH3:12])=[O:6]. The yield is 0.920.